The task is: Regression/Classification. Given a drug SMILES string, predict its absorption, distribution, metabolism, or excretion properties. Task type varies by dataset: regression for continuous measurements (e.g., permeability, clearance, half-life) or binary classification for categorical outcomes (e.g., BBB penetration, CYP inhibition). Dataset: cyp2c9_veith.. This data is from CYP2C9 inhibition data for predicting drug metabolism from PubChem BioAssay. (1) The molecule is CN(C)Cc1ccccc1-c1nc(N(C)Cc2ccco2)c2ccccc2n1. The result is 0 (non-inhibitor). (2) The drug is Cc1c(CCOC(=O)C2C3CC4CC(C3)CC2C4)sc[n+]1CC(=O)c1ccc(Br)cc1.[Br-]. The result is 1 (inhibitor).